This data is from Forward reaction prediction with 1.9M reactions from USPTO patents (1976-2016). The task is: Predict the product of the given reaction. (1) Given the reactants C[O:2][C:3](=[O:31])[C:4]1[CH:9]=[C:8]([C:10](=[O:29])[C:11]2[CH:16]=[CH:15][C:14]([N:17]([C:22]3[CH:27]=[CH:26][C:25]([Cl:28])=[CH:24][CH:23]=3)[CH2:18][CH:19]3[CH2:21][CH2:20]3)=[CH:13][CH:12]=2)[CH:7]=[CH:6][C:5]=1F.C1(S)C=CC=CC=1.COC(=O)[C:42]1[CH:47]=[C:46](C(=O)C2C=CC(N(C3C=CC(Cl)=CC=3)C)=CC=2)[CH:45]=[CH:44][C:43]=1[S:65](CCCCCC)=[O:66].ClC1C=CC(N(C)C2C=CC(C(C3C=CC(S(CCCCCC)=O)=C(C=3)C(O)=O)=O)=CC=2)=CC=1, predict the reaction product. The product is: [Cl:28][C:25]1[CH:26]=[CH:27][C:22]([N:17]([CH2:18][CH:19]2[CH2:21][CH2:20]2)[C:14]2[CH:13]=[CH:12][C:11]([C:10]([C:8]3[CH:7]=[CH:6][C:5]([S:65]([C:43]4[CH:44]=[CH:45][CH:46]=[CH:47][CH:42]=4)=[O:66])=[C:4]([CH:9]=3)[C:3]([OH:2])=[O:31])=[O:29])=[CH:16][CH:15]=2)=[CH:23][CH:24]=1. (2) Given the reactants [Cl:1][C:2]1[CH:7]=[CH:6][CH:5]=[C:4]([Cl:8])[C:3]=1[C:9]1[C:20](=N)[N:19]([CH3:22])[C:12]2[N:13]=[C:14]([S:17][CH3:18])[N:15]=[CH:16][C:11]=2[CH:10]=1.C(OC(=O)C)(=[O:25])C, predict the reaction product. The product is: [Cl:1][C:2]1[CH:7]=[CH:6][CH:5]=[C:4]([Cl:8])[C:3]=1[C:9]1[C:20](=[O:25])[N:19]([CH3:22])[C:12]2[N:13]=[C:14]([S:17][CH3:18])[N:15]=[CH:16][C:11]=2[CH:10]=1. (3) Given the reactants B(Br)(Br)Br.C[O:6][C:7]1[CH:8]=[CH:9][CH:10]=[C:11]2[C:16]=1[N:15]([CH2:17][C:18]1[CH:23]=[CH:22][CH:21]=[C:20]([C:24]([N:26]3[CH2:31][CH2:30][N:29]([C:32]4[N:37]=[CH:36][CH:35]=[CH:34][N:33]=4)[CH2:28][CH2:27]3)=[O:25])[CH:19]=1)[C:14](=[O:38])[NH:13][C:12]2=[O:39].CO.[NH4+].[Cl-], predict the reaction product. The product is: [OH:6][C:7]1[CH:8]=[CH:9][CH:10]=[C:11]2[C:16]=1[N:15]([CH2:17][C:18]1[CH:23]=[CH:22][CH:21]=[C:20]([C:24]([N:26]3[CH2:27][CH2:28][N:29]([C:32]4[N:33]=[CH:34][CH:35]=[CH:36][N:37]=4)[CH2:30][CH2:31]3)=[O:25])[CH:19]=1)[C:14](=[O:38])[NH:13][C:12]2=[O:39]. (4) Given the reactants [Li]CCCC.Br[C:7]1[C:12]([CH:13]2[O:17]CCO2)=[C:11]([F:18])[C:10](CCC)=[CH:9][CH:8]=1.[B:22]([O:27]C)([O:25]C)OC.C1C[O:32][CH2:31][CH2:30]1, predict the reaction product. The product is: [F:18][C:11]1[C:12]([CH:13]=[O:17])=[C:7]([B:22]([OH:25])[OH:27])[CH:8]=[CH:9][C:10]=1[O:32][CH2:31][CH3:30]. (5) Given the reactants [Cl:1][C:2]1[CH:3]=[C:4]([CH:26]=[CH:27][C:28]=1[O:29][CH3:30])[CH2:5][NH:6][C:7]1[C:12]([C:13]([O:15][CH3:16])=[O:14])=[C:11](Cl)[N:10]=[C:9]([S:18][CH2:19][C:20]2[CH:25]=[CH:24][CH:23]=[CH:22][CH:21]=2)[N:8]=1.[N:31]1[CH:32]=[CH:33][N:34]2[CH2:39][CH2:38][NH:37][CH2:36][C:35]=12.C(N(CC)CC)C.CN(C)C(=O)C, predict the reaction product. The product is: [Cl:1][C:2]1[CH:3]=[C:4]([CH:26]=[CH:27][C:28]=1[O:29][CH3:30])[CH2:5][NH:6][C:7]1[C:12]([C:13]([O:15][CH3:16])=[O:14])=[C:11]([N:37]2[CH2:38][CH2:39][N:34]3[CH:33]=[CH:32][N:31]=[C:35]3[CH2:36]2)[N:10]=[C:9]([S:18][CH2:19][C:20]2[CH:25]=[CH:24][CH:23]=[CH:22][CH:21]=2)[N:8]=1.